Dataset: Full USPTO retrosynthesis dataset with 1.9M reactions from patents (1976-2016). Task: Predict the reactants needed to synthesize the given product. (1) Given the product [OH:1][C:2]12[CH2:11][CH:6]3[CH2:7][CH:8]([CH2:10][C:4]([CH:12]([OH:14])[CH3:13])([CH2:5]3)[CH2:3]1)[CH2:9]2, predict the reactants needed to synthesize it. The reactants are: [OH:1][C:2]12[CH2:11][CH:6]3[CH2:7][CH:8]([CH2:10][C:4]([C:12](=[O:14])[CH3:13])([CH2:5]3)[CH2:3]1)[CH2:9]2.B.[Na]. (2) Given the product [NH2:1][C@H:4]1[CH2:12][N:11]2[C@H:6]([CH:7]=[C:8]([C:13]3[C:14]([C:25]4[CH:26]=[CH:27][N:28]=[CH:29][CH:30]=4)=[C:15]([C:18]4[CH:19]=[CH:20][C:21]([F:24])=[CH:22][CH:23]=4)[NH:16][CH:17]=3)[CH2:9][CH2:10]2)[CH2:5]1, predict the reactants needed to synthesize it. The reactants are: [N:1]([C@H:4]1[CH2:12][N:11]2[C@H:6]([CH:7]=[C:8]([C:13]3[C:14]([C:25]4[CH:30]=[CH:29][N:28]=[CH:27][CH:26]=4)=[C:15]([C:18]4[CH:23]=[CH:22][C:21]([F:24])=[CH:20][CH:19]=4)[NH:16][CH:17]=3)[CH2:9][CH2:10]2)[CH2:5]1)=[N+]=[N-].O.C1(P(C2C=CC=CC=2)C2C=CC=CC=2)C=CC=CC=1. (3) Given the product [ClH:28].[ClH:28].[N:13]1([C:10]2[CH:11]=[N:12][C:7]([N:1]3[CH2:2][CH2:3][O:4][CH2:5][CH2:6]3)=[N:8][CH:9]=2)[CH2:18][CH2:17][NH:16][CH2:15][CH2:14]1, predict the reactants needed to synthesize it. The reactants are: [N:1]1([C:7]2[N:12]=[CH:11][C:10]([N:13]3[CH2:18][CH2:17][N:16](C(OC(C)(C)C)=O)[CH2:15][CH2:14]3)=[CH:9][N:8]=2)[CH2:6][CH2:5][O:4][CH2:3][CH2:2]1.CO.[ClH:28].CCOC(C)=O. (4) Given the product [CH3:1][O:2][C:3]1[CH:4]=[C:5]([CH:6]=[CH:7][CH:8]=1)[CH2:9][CH2:10][C:11]1[CH:27]=[CH:26][C:14]2[S:15][C:16]([C:19]3[CH:24]=[CH:23][N:22]=[C:21]([NH2:25])[N:20]=3)=[C:17]([CH3:18])[C:13]=2[CH:12]=1, predict the reactants needed to synthesize it. The reactants are: [CH3:1][O:2][C:3]1[CH:4]=[C:5]([C:9]#[C:10][C:11]2[CH:27]=[CH:26][C:14]3[S:15][C:16]([C:19]4[CH:24]=[CH:23][N:22]=[C:21]([NH2:25])[N:20]=4)=[C:17]([CH3:18])[C:13]=3[CH:12]=2)[CH:6]=[CH:7][CH:8]=1. (5) Given the product [CH3:34][N:35]([CH3:36])[C:19]([C:17]1[S:16][C:12]2[N:13]=[CH:14][N:15]=[C:10]([NH:9][CH2:1][CH2:2][C:3]3[CH:4]=[CH:5][CH:6]=[CH:7][CH:8]=3)[C:11]=2[CH:18]=1)=[O:21], predict the reactants needed to synthesize it. The reactants are: [CH2:1]([NH:9][C:10]1[C:11]2[CH:18]=[C:17]([C:19]([OH:21])=O)[S:16][C:12]=2[N:13]=[CH:14][N:15]=1)[CH2:2][C:3]1[CH:8]=[CH:7][CH:6]=[CH:5][CH:4]=1.O.OC1C2N=NNC=2C=CC=1.Cl.[CH3:34][N:35](C)[CH2:36]CCN=C=NCC.CNC. (6) Given the product [CH2:27]1[C:36]2[C:31](=[CH:32][CH:33]=[CH:34][CH:35]=2)[CH2:30][CH2:29][N:28]1[C:2]1[N:11]=[C:10]([NH:12][CH2:13][CH:14]([C:21]2[CH:26]=[CH:25][CH:24]=[CH:23][CH:22]=2)[C:15]2[CH:16]=[CH:17][CH:18]=[CH:19][CH:20]=2)[C:9]2[C:4](=[CH:5][CH:6]=[CH:7][CH:8]=2)[N:3]=1, predict the reactants needed to synthesize it. The reactants are: Cl[C:2]1[N:11]=[C:10]([NH:12][CH2:13][CH:14]([C:21]2[CH:26]=[CH:25][CH:24]=[CH:23][CH:22]=2)[C:15]2[CH:20]=[CH:19][CH:18]=[CH:17][CH:16]=2)[C:9]2[C:4](=[CH:5][CH:6]=[CH:7][CH:8]=2)[N:3]=1.[CH2:27]1[C:36]2[C:31](=[CH:32][CH:33]=[CH:34][CH:35]=2)[CH2:30][CH2:29][NH:28]1.C(Cl)(Cl)Cl.CO. (7) Given the product [C:29]1([CH2:28][C@@H:8]([NH2:7])[CH2:9][NH:10][C:11]2[C:12]3[CH:26]=[CH:25][N:24]=[C:23]([C:41]4[CH:46]=[CH:45][CH:44]=[CH:43][N:42]=4)[C:13]=3[N:14]=[C:15]([C:17]3[CH:22]=[CH:21][N:20]=[CH:19][CH:18]=3)[N:16]=2)[CH:34]=[CH:33][CH:32]=[CH:31][CH:30]=1, predict the reactants needed to synthesize it. The reactants are: C(OC(=O)[NH:7][C@@H:8]([CH2:28][C:29]1[CH:34]=[CH:33][CH:32]=[CH:31][CH:30]=1)[CH2:9][NH:10][C:11]1[C:12]2[CH:26]=[CH:25][N:24]=[C:23](Cl)[C:13]=2[N:14]=[C:15]([C:17]2[CH:22]=[CH:21][N:20]=[CH:19][CH:18]=2)[N:16]=1)(C)(C)C.C([Sn](CCCC)(CCCC)[C:41]1[CH:46]=[CH:45][CH:44]=[CH:43][N:42]=1)CCC.[Li+].[Cl-].